This data is from Catalyst prediction with 721,799 reactions and 888 catalyst types from USPTO. The task is: Predict which catalyst facilitates the given reaction. Reactant: [N:1]1[O:2][N:3]=[C:4]2[C:9]([CH:10]3[C:15]([C:16]#[N:17])=[C:14]([CH:18]4[CH2:23][CH2:22][NH:21][CH2:20][CH2:19]4)[NH:13][C:12]4=[N:24][NH:25][CH:26]=[C:11]34)=[CH:8][CH:7]=[CH:6][C:5]=12.C(N(C(C)C)CC)(C)C.Cl.[N:37]1([C:42](N)=[NH:43])C=CC=N1. Product: [N:1]1[O:2][N:3]=[C:4]2[C:9]([CH:10]3[C:15]([C:16]#[N:17])=[C:14]([CH:18]4[CH2:19][CH2:20][N:21]([C:42](=[NH:37])[NH2:43])[CH2:22][CH2:23]4)[NH:13][C:12]4=[N:24][NH:25][CH:26]=[C:11]34)=[CH:8][CH:7]=[CH:6][C:5]=12. The catalyst class is: 5.